Predict the reactants needed to synthesize the given product. From a dataset of Full USPTO retrosynthesis dataset with 1.9M reactions from patents (1976-2016). (1) Given the product [Br:1][C:2]1[CH:7]=[CH:6][C:5]([CH2:8][C:9]([C:21]2[CH:22]=[CH:23][C:18]3[O:17][CH2:16][C:15](=[O:24])[N:14]([CH3:13])[C:19]=3[CH:20]=2)=[O:11])=[C:4]([Cl:12])[CH:3]=1, predict the reactants needed to synthesize it. The reactants are: [Br:1][C:2]1[CH:7]=[CH:6][C:5]([CH2:8][C:9]([OH:11])=O)=[C:4]([Cl:12])[CH:3]=1.[CH3:13][N:14]1[C:19]2[CH:20]=[CH:21][CH:22]=[CH:23][C:18]=2[O:17][CH2:16][C:15]1=[O:24].[Al+3].[Cl-].[Cl-].[Cl-]. (2) Given the product [Cl:1][C:2]1[C:3]([NH:19][CH2:17][C:12]2[CH:13]=[CH:14][CH:15]=[CH:16][N:11]=2)=[N:4][CH:5]=[C:6]([CH:9]=1)[C:7]#[N:8], predict the reactants needed to synthesize it. The reactants are: [Cl:1][C:2]1[C:3](Cl)=[N:4][CH:5]=[C:6]([CH:9]=1)[C:7]#[N:8].[N:11]1[CH:16]=[CH:15][CH:14]=[CH:13][C:12]=1[C:17]([NH2:19])=O.C(=O)([O-])[O-].[K+].[K+]. (3) Given the product [NH2:47][CH:44]1[CH2:45][CH2:46][CH:41]([NH:48][C:2]2[N:10]=[C:9]3[C:5]([N:6]=[CH:7][N:8]3[C:11]3[CH:16]=[CH:15][CH:14]=[CH:13][CH:12]=3)=[C:4]([NH:31][C:27]3[CH:28]=[CH:29][CH:30]=[C:25]([N:22]4[CH2:21][CH2:20][N:19]([CH3:18])[CH2:24][CH2:23]4)[CH:26]=3)[N:3]=2)[CH2:42][CH2:43]1, predict the reactants needed to synthesize it. The reactants are: F[C:2]1[N:10]=[C:9]2[C:5]([N:6]=[CH:7][N:8]2[C:11]2[CH:16]=[CH:15][CH:14]=[CH:13][CH:12]=2)=[C:4](Cl)[N:3]=1.[CH3:18][N:19]1[CH2:24][CH2:23][N:22]([C:25]2[CH:26]=[C:27]([NH2:31])[CH:28]=[CH:29][CH:30]=2)[CH2:21][CH2:20]1.C(N(C(C)C)CC)(C)C.[C@H:41]1([NH2:48])[CH2:46][CH2:45][C@H:44]([NH2:47])[CH2:43][CH2:42]1. (4) Given the product [CH2:14]([C:13]1[NH:19][C:17](=[O:18])[C:8]2[C:7]([C:1]3[CH:6]=[CH:5][CH:4]=[CH:3][CH:2]=3)=[CH:11][S:10][C:9]=2[N:12]=1)[CH3:15], predict the reactants needed to synthesize it. The reactants are: [C:1]1([C:7]2[C:8]([C:17]([NH2:19])=[O:18])=[C:9]([NH:12][C:13](=O)[CH2:14][CH3:15])[S:10][CH:11]=2)[CH:6]=[CH:5][CH:4]=[CH:3][CH:2]=1.C(O)C.C[O-].[Na+].Cl. (5) Given the product [Cl:8][C:6]1[CH:5]=[C:4]([C:9]2[CH2:10][C:11](=[O:13])[N:28]([C:19]3[CH:20]=[CH:21][C:22]4[C:27](=[CH:26][CH:25]=[CH:24][CH:23]=4)[CH:18]=3)[N:29]=2)[CH:3]=[C:2]([Cl:1])[CH:7]=1, predict the reactants needed to synthesize it. The reactants are: [Cl:1][C:2]1[CH:3]=[C:4]([C:9](=O)[CH2:10][C:11]([O:13]CC)=O)[CH:5]=[C:6]([Cl:8])[CH:7]=1.Cl.[CH:18]1[C:27]2[C:22](=[CH:23][CH:24]=[CH:25][CH:26]=2)[CH:21]=[CH:20][C:19]=1[NH:28][NH2:29].[OH-].[Na+]. (6) The reactants are: [F:1][C:2]([F:31])([F:30])[C:3]1[CH:8]=[CH:7][C:6]([C:9]2[CH:10]=[CH:11][C:12]([N:15]3[CH2:20][CH2:19][N:18]([C:21]([O:23][CH2:24][C:25]([O:27]CC)=O)=[O:22])[CH2:17][CH2:16]3)=[N:13][CH:14]=2)=[CH:5][CH:4]=1.[CH3:32][NH2:33]. Given the product [F:1][C:2]([F:31])([F:30])[C:3]1[CH:4]=[CH:5][C:6]([C:9]2[CH:10]=[CH:11][C:12]([N:15]3[CH2:20][CH2:19][N:18]([C:21]([O:23][CH2:24][C:25]([NH:33][CH3:32])=[O:27])=[O:22])[CH2:17][CH2:16]3)=[N:13][CH:14]=2)=[CH:7][CH:8]=1, predict the reactants needed to synthesize it.